Dataset: Catalyst prediction with 721,799 reactions and 888 catalyst types from USPTO. Task: Predict which catalyst facilitates the given reaction. (1) The catalyst class is: 5. Reactant: [F:1][C:2]1[C:7]2[N:8]([CH3:18])[C:9](=[O:17])[C:10]3[C:15]([C:6]=2[CH:5]=[CH:4][C:3]=1[O:19][CH2:20][C:21]([NH:27]C(=O)OC(C)(C)C)([CH3:26])[CH2:22][CH:23]([CH3:25])[CH3:24])=[CH:14][CH:13]=[N:12][C:11]=3[CH3:16].Cl.O1CCOCC1. Product: [NH2:27][C:21]([CH3:26])([CH2:22][CH:23]([CH3:24])[CH3:25])[CH2:20][O:19][C:3]1[CH:4]=[CH:5][C:6]2[C:15]3[C:10](=[C:11]([CH3:16])[N:12]=[CH:13][CH:14]=3)[C:9](=[O:17])[N:8]([CH3:18])[C:7]=2[C:2]=1[F:1]. (2) Reactant: C(O[C:6](=O)[N:7]([CH:9]1[CH2:13][CH2:12][N:11]([CH2:14][CH2:15][CH:16]2[C:25]3[C:20](=[CH:21][C:22]([S:26]([C:29]4[CH:34]=[CH:33][CH:32]=[C:31]([F:35])[CH:30]=4)(=[O:28])=[O:27])=[CH:23][CH:24]=3)[O:19][CH2:18][CH2:17]2)[CH2:10]1)C)(C)(C)C. The catalyst class is: 422. Product: [F:35][C:31]1[CH:30]=[C:29]([S:26]([C:22]2[CH:21]=[C:20]3[C:25]([CH:16]([CH2:15][CH2:14][N:11]4[CH2:12][CH2:13][CH:9]([NH:7][CH3:6])[CH2:10]4)[CH2:17][CH2:18][O:19]3)=[CH:24][CH:23]=2)(=[O:28])=[O:27])[CH:34]=[CH:33][CH:32]=1. (3) The catalyst class is: 14. Reactant: [Cl:1][C:2]1[N:7]=[C:6](Cl)[CH:5]=[C:4]([C:9]2[CH:14]=[CH:13][CH:12]=[C:11]([S:15]([CH3:18])(=[O:17])=[O:16])[CH:10]=2)[N:3]=1.CCN(C(C)C)C(C)C.[NH:28]1[CH2:33][CH2:32][O:31][CH2:30][CH2:29]1. Product: [Cl:1][C:2]1[N:7]=[C:6]([N:28]2[CH2:33][CH2:32][O:31][CH2:30][CH2:29]2)[CH:5]=[C:4]([C:9]2[CH:14]=[CH:13][CH:12]=[C:11]([S:15]([CH3:18])(=[O:17])=[O:16])[CH:10]=2)[N:3]=1. (4) Reactant: [H-].[Na+].[Cl:3][C:4]1[C:5]([CH3:23])=[C:6]([C:15]2[CH:20]=[CH:19][N:18]=[C:17]([C:21]#[N:22])[CH:16]=2)[C:7]([O:13][CH3:14])=[C:8]([CH:10](Cl)[CH3:11])[CH:9]=1.[CH3:24][C:25]1[C:33]2[C:28](=[N:29][CH:30]=[N:31][C:32]=2[NH2:34])[NH:27][N:26]=1.O. Product: [NH2:34][C:32]1[N:31]=[CH:30][N:29]=[C:28]2[N:27]([CH:10]([C:8]3[C:7]([O:13][CH3:14])=[C:6]([C:15]4[CH:20]=[CH:19][N:18]=[C:17]([C:21]#[N:22])[CH:16]=4)[C:5]([CH3:23])=[C:4]([Cl:3])[CH:9]=3)[CH3:11])[N:26]=[C:25]([CH3:24])[C:33]=12. The catalyst class is: 9. (5) Reactant: C(=O)([O-])[O-].[Na+].[Na+].P12(SP3(SP(SP(S3)(S1)=S)(=S)S2)=S)=[S:8].[CH3:21][O:22][C:23]1[CH:24]=[C:25]([CH:46]=[CH:47][CH:48]=1)[O:26][C:27]1[CH:28]=[C:29]2[C:34](=[CH:35][CH:36]=1)[NH:33][C:32](=O)[C@H:31]([NH:38][C:39](=[O:45])[O:40][C:41]([CH3:44])([CH3:43])[CH3:42])[CH2:30]2. Product: [CH3:21][O:22][C:23]1[CH:24]=[C:25]([CH:46]=[CH:47][CH:48]=1)[O:26][C:27]1[CH:28]=[C:29]2[C:34](=[CH:35][CH:36]=1)[NH:33][C:32](=[S:8])[C@H:31]([NH:38][C:39](=[O:45])[O:40][C:41]([CH3:44])([CH3:43])[CH3:42])[CH2:30]2. The catalyst class is: 7. (6) Reactant: Cl.[N:2]1([C:8]2[N:19]=[CH:18][CH:17]=[CH:16][C:9]=2[C:10]([O:12][CH:13]([CH3:15])[CH3:14])=[O:11])[CH2:7][CH2:6][NH:5][CH2:4][CH2:3]1.CCN(CC)CC.[CH2:27]([C:29]1[CH:36]=[CH:35][C:32]([CH:33]=O)=[CH:31][CH:30]=1)[CH3:28].[BH-](OC(C)=O)(OC(C)=O)OC(C)=O.[Na+]. Product: [CH2:27]([C:29]1[CH:36]=[CH:35][C:32]([CH2:33][N:5]2[CH2:6][CH2:7][N:2]([C:8]3[C:9]([C:10]([O:12][CH:13]([CH3:15])[CH3:14])=[O:11])=[CH:16][CH:17]=[CH:18][N:19]=3)[CH2:3][CH2:4]2)=[CH:31][CH:30]=1)[CH3:28]. The catalyst class is: 1. (7) Reactant: [NH2:1][C:2]1[C:7]([C:8]2[O:9][C:10]([CH2:13][CH3:14])=[CH:11][N:12]=2)=[CH:6][N:5]=[C:4]([N:15]2[CH2:20][CH2:19][CH:18]([C:21]([O:23]C)=[O:22])[CH2:17][CH2:16]2)[C:3]=1[Cl:25].[OH-].[Li+].Cl. Product: [NH2:1][C:2]1[C:7]([C:8]2[O:9][C:10]([CH2:13][CH3:14])=[CH:11][N:12]=2)=[CH:6][N:5]=[C:4]([N:15]2[CH2:20][CH2:19][CH:18]([C:21]([OH:23])=[O:22])[CH2:17][CH2:16]2)[C:3]=1[Cl:25]. The catalyst class is: 1.